From a dataset of Reaction yield outcomes from USPTO patents with 853,638 reactions. Predict the reaction yield, written as a fraction of the theoretical maximum amount of product (1.0 means a 100% yield; for example, 0.34 means a 34% yield). (1) The reactants are [CH3:1][O:2][C:3]1[CH:22]=[CH:21][C:6]([C:7](Cl)([C:14]2[CH:19]=[CH:18][CH:17]=[CH:16][CH:15]=2)[C:8]2[CH:13]=[CH:12][CH:11]=[CH:10][CH:9]=2)=[CH:5][CH:4]=1.N1[CH:28]=[CH:27]C=CC=1.[C@@H:29]1([N:38]2[CH:45]=[CH:44][C:42](=[O:43])[NH:41][C:39]2=[O:40])[S:35][C@H:34]([CH2:36][OH:37])[C@@H:32]([OH:33])[C@H:30]1[OH:31].[C:46](OC(=O)C)(=[O:48])[CH3:47].C[OH:54]. The catalyst is CN(C1C=CN=CC=1)C. The product is [CH3:1][O:2][C:3]1[CH:22]=[CH:21][C:6]([C:7]([O:37][CH2:36][C@H:34]2[S:35][C@@H:29]([N:38]3[CH:45]=[CH:44][C:42](=[O:43])[NH:41][C:39]3=[O:40])[C@:30]([C:46](=[O:48])[CH3:47])([OH:31])[C@@H:32]2[O:33][C:27](=[O:54])[CH3:28])([C:14]2[CH:19]=[CH:18][CH:17]=[CH:16][CH:15]=2)[C:8]2[CH:13]=[CH:12][CH:11]=[CH:10][CH:9]=2)=[CH:5][CH:4]=1. The yield is 0.700. (2) The reactants are [C:1]([CH2:3][S:4][C:5]1[NH:6][C:7](=[O:16])[CH:8]=[C:9]([CH2:13][CH2:14][CH3:15])[C:10]=1[C:11]#[N:12])#[N:2].C1C=CC(N([S:24]([C:27]([F:30])([F:29])[F:28])(=[O:26])=[O:25])[S:24]([C:27]([F:30])([F:29])[F:28])(=[O:26])=[O:25])=CC=1.C(N(C(C)C)CC)(C)C. The catalyst is O1CCOCC1. The product is [C:11]([C:10]1[C:9]([CH2:13][CH2:14][CH3:15])=[CH:8][C:7]([O:16][S:24]([C:27]([F:30])([F:29])[F:28])(=[O:26])=[O:25])=[N:6][C:5]=1[S:4][CH2:3][C:1]#[N:2])#[N:12]. The yield is 0.620. (3) The reactants are [NH2:1][C@H:2]1[CH2:8][N:7]([CH2:9][C:10]2[CH:15]=[CH:14][CH:13]=[CH:12][CH:11]=2)[CH2:6][CH2:5][N:4]([CH2:16][C:17]2[CH:22]=[CH:21][CH:20]=[CH:19][CH:18]=2)[C:3]1=O.CC(C[AlH]CC(C)C)C.O.[OH-].[Na+]. The catalyst is O1CCCC1.C1(C)C=CC=CC=1. The product is [CH2:16]([N:4]1[CH2:3][CH:2]([NH2:1])[CH2:8][N:7]([CH2:9][C:10]2[CH:15]=[CH:14][CH:13]=[CH:12][CH:11]=2)[CH2:6][CH2:5]1)[C:17]1[CH:18]=[CH:19][CH:20]=[CH:21][CH:22]=1. The yield is 0.740. (4) The reactants are [Br:1][C:2]1[CH:6]=[CH:5][S:4][C:3]=1/[C:7](/[NH:17][CH:18]([C:20]1[S:21][CH:22]=[CH:23][N:24]=1)[CH3:19])=[C:8](\[C:15]#[N:16])/[C:9]([O:11]CC=C)=[O:10].N1CCCC1.C1(P(C2C=CC=CC=2)C2C=CC=CC=2)C=CC=CC=1. The catalyst is C(Cl)Cl. The product is [Br:1][C:2]1[CH:6]=[CH:5][S:4][C:3]=1/[C:7](/[NH:17][CH:18]([C:20]1[S:21][CH:22]=[CH:23][N:24]=1)[CH3:19])=[C:8](\[C:15]#[N:16])/[C:9]([OH:11])=[O:10]. The yield is 0.870. (5) The reactants are [H-].[Na+].[CH2:3]([OH:10])[C:4]1[CH:9]=[CH:8][CH:7]=[CH:6][CH:5]=1.[Br:11][C:12]1[CH:17]=[C:16](F)[C:15]([C:19]2[S:23][C:22]([NH2:24])=[N:21][N:20]=2)=[C:14]([F:25])[CH:13]=1. The catalyst is C1COCC1. The product is [CH2:3]([O:10][C:16]1[CH:17]=[C:12]([Br:11])[CH:13]=[C:14]([F:25])[C:15]=1[C:19]1[S:23][C:22]([NH2:24])=[N:21][N:20]=1)[C:4]1[CH:9]=[CH:8][CH:7]=[CH:6][CH:5]=1. The yield is 0.370. (6) The reactants are C([O:3][C:4]([C:6]1[NH:7][C:8]2[C:13]([CH:14]=1)=[CH:12][CH:11]=[C:10]([Cl:15])[CH:9]=2)=O)C.[H-].[Al+3].[Li+].[H-].[H-].[H-]. The catalyst is C(OCC)C. The product is [Cl:15][C:10]1[CH:9]=[C:8]2[C:13]([CH:14]=[C:6]([CH2:4][OH:3])[NH:7]2)=[CH:12][CH:11]=1. The yield is 1.00. (7) The reactants are [NH2:1][C:2]1[C:7]([Cl:8])=[C:6]([O:9][CH2:10][CH:11]([O:14][CH3:15])[O:12][CH3:13])[CH:5]=[CH:4][C:3]=1[C:16](=[O:18])[CH3:17].[CH:19]([C:22]1[S:23][CH:24]=[C:25]([C:27](O)=[O:28])[N:26]=1)([CH3:21])[CH3:20].O=P(Cl)(Cl)Cl. The catalyst is N1C=CC=CC=1. The product is [C:16]([C:3]1[C:2]([NH:1][C:27]([C:25]2[N:26]=[C:22]([CH:19]([CH3:21])[CH3:20])[S:23][CH:24]=2)=[O:28])=[C:7]([Cl:8])[C:6]([O:9][CH2:10][CH:11]([O:12][CH3:13])[O:14][CH3:15])=[CH:5][CH:4]=1)(=[O:18])[CH3:17]. The yield is 0.890.